This data is from Reaction yield outcomes from USPTO patents with 853,638 reactions. The task is: Predict the reaction yield, written as a fraction of the theoretical maximum amount of product (1.0 means a 100% yield; for example, 0.34 means a 34% yield). (1) The reactants are [F:1][C:2]1[C:8](F)=[CH:7][CH:6]=[C:5]([N+:10]([O-:12])=[O:11])[C:3]=1[NH2:4].[F:13][C:14]1[CH:21]=[CH:20][C:17]([CH2:18][NH2:19])=[CH:16][CH:15]=1.CCN(CC)CC. The catalyst is CS(C)=O.II. The product is [F:1][C:2]1[C:3]([NH2:4])=[C:5]([N+:10]([O-:12])=[O:11])[CH:6]=[CH:7][C:8]=1[NH:19][CH2:18][C:17]1[CH:20]=[CH:21][C:14]([F:13])=[CH:15][CH:16]=1. The yield is 0.625. (2) The reactants are Br[C:2]1[CH:7]=[CH:6][CH:5]=[C:4]([O:8][CH3:9])[CH:3]=1.C([Li])CCC.[CH3:15][O:16][C:17]1[CH:18]=[C:19]([CH:22]=[C:23]([O:25][CH3:26])[CH:24]=1)[CH:20]=[O:21].CC(O)C. The catalyst is C1COCC1.O. The product is [CH3:26][O:25][C:23]1[CH:22]=[C:19]([CH:20]([C:2]2[CH:7]=[CH:6][CH:5]=[C:4]([O:8][CH3:9])[CH:3]=2)[OH:21])[CH:18]=[C:17]([O:16][CH3:15])[CH:24]=1. The yield is 0.820. (3) The reactants are C[O:2][C:3](=[O:33])[CH:4]([CH3:32])[CH2:5][C:6]1[S:7][C:8]([S:11]([N:14]2[CH2:19][CH2:18][N:17]([C:20]3[CH:25]=[CH:24][C:23]([F:26])=[CH:22][C:21]=3[C:27]([F:30])([F:29])[F:28])[CH2:16][C@H:15]2[CH3:31])(=[O:13])=[O:12])=[CH:9][CH:10]=1.[Li+].[OH-].O.Cl. The catalyst is C1COCC1. The product is [F:26][C:23]1[CH:24]=[CH:25][C:20]([N:17]2[CH2:18][CH2:19][N:14]([S:11]([C:8]3[S:7][C:6]([CH2:5][CH:4]([CH3:32])[C:3]([OH:33])=[O:2])=[CH:10][CH:9]=3)(=[O:12])=[O:13])[C@H:15]([CH3:31])[CH2:16]2)=[C:21]([C:27]([F:30])([F:28])[F:29])[CH:22]=1. The yield is 0.950. (4) The reactants are [C:1]1([C:20]2[CH:25]=[CH:24][CH:23]=[CH:22][CH:21]=2)[CH:6]=[CH:5][C:4]([N:7]2[C:19]3[CH:18]=[CH:17][CH:16]=[CH:15][C:14]=3[C:13]3[C:8]2=[CH:9][CH:10]=[CH:11][CH:12]=3)=[CH:3][CH:2]=1.[Br:26]N1C(=O)CCC1=O. The catalyst is C(Cl)(Cl)Cl. The product is [Br:26][C:16]1[CH:17]=[CH:18][C:19]2[N:7]([C:4]3[CH:5]=[CH:6][C:1]([C:20]4[CH:21]=[CH:22][CH:23]=[CH:24][CH:25]=4)=[CH:2][CH:3]=3)[C:8]3[C:13]([C:14]=2[CH:15]=1)=[CH:12][CH:11]=[CH:10][CH:9]=3. The yield is 0.950. (5) No catalyst specified. The yield is 0.240. The product is [NH2:5][CH2:10][C@@H:9]([CH2:11][C@H:12]([CH2:15][C:16]1[CH:21]=[CH:20][C:19]([F:22])=[CH:18][C:17]=1[F:23])[CH2:13][CH3:14])[C:8]([OH:24])=[O:31]. The reactants are COC([N:5]1[CH2:10][CH:9]([CH2:11][CH:12]([CH2:15][C:16]2[CH:21]=[CH:20][C:19]([F:22])=[CH:18][C:17]=2[F:23])[CH2:13][CH3:14])[C:8](=[O:24])N(C)C1C(C)(C)C)=O.Cl.[O:31]1CCOCC1. (6) The reactants are [Cl:1][C:2]1[CH:7]=[CH:6][C:5]([NH:8][CH:9]([C:13]2[CH:18]=[CH:17][CH:16]=[CH:15][CH:14]=2)[C:10]([OH:12])=[O:11])=[CH:4][CH:3]=1.C1CCC(N=C=NC2CCCCC2)CC1.C1C=CC2N(O)N=NC=2C=1.[N:44]12[CH2:51][CH2:50][CH:47]([CH2:48][CH2:49]1)[C@@H:46](O)[CH2:45]2. The catalyst is C1COCC1. The product is [Cl:1][C:2]1[CH:7]=[CH:6][C:5]([NH:8][CH:9]([C:13]2[CH:14]=[CH:15][CH:16]=[CH:17][CH:18]=2)[C:10]([O:12][C@@H:46]2[CH:47]3[CH2:50][CH2:51][N:44]([CH2:49][CH2:48]3)[CH2:45]2)=[O:11])=[CH:4][CH:3]=1. The yield is 0.370. (7) The reactants are ClC1C=CC=CC=1[CH2:8][C:9]([C:11]1[CH:16]=[CH:15][C:14]([F:17])=[CH:13][C:12]=1[F:18])=O.[C:19]([O:25][CH3:26])(=[O:24])[CH2:20][C:21]([CH3:23])=[O:22]. No catalyst specified. The product is [F:18][C:12]1[CH:13]=[C:14]([F:17])[CH:15]=[CH:16][C:11]=1[C:9]1[O:22][C:21]([CH3:23])=[C:20]([C:19]([O:25][CH3:26])=[O:24])[CH:8]=1. The yield is 0.410. (8) The reactants are CN(C)C=O.[Br:6][C:7]1[CH:12]=[C:11]([N+:13]([O-:15])=[O:14])[CH:10]=[C:9]([Br:16])[C:8]=1OS(C(F)(F)F)(=O)=O.[I-:25].[Na+]. The catalyst is O. The product is [Br:6][C:7]1[CH:12]=[C:11]([N+:13]([O-:15])=[O:14])[CH:10]=[C:9]([Br:16])[C:8]=1[I:25]. The yield is 0.829.